This data is from Catalyst prediction with 721,799 reactions and 888 catalyst types from USPTO. The task is: Predict which catalyst facilitates the given reaction. Reactant: [C:1]1([C:8]2[CH:13]=[CH:12][CH:11]=[CH:10][CH:9]=2)[C:2]([NH2:7])=[CH:3][CH:4]=[CH:5][CH:6]=1.[Br:14]N1C(=O)CCC1=O.O. Product: [Br:14][C:5]1[CH:4]=[CH:3][C:2]([NH2:7])=[C:1]([C:8]2[CH:9]=[CH:10][CH:11]=[CH:12][CH:13]=2)[CH:6]=1. The catalyst class is: 9.